Dataset: Forward reaction prediction with 1.9M reactions from USPTO patents (1976-2016). Task: Predict the product of the given reaction. Given the reactants C[O:2][C:3](=O)[CH2:4][NH:5][C:6]([O:8][C:9]([CH3:12])([CH3:11])[CH3:10])=[O:7].O.[NH2:15][NH2:16], predict the reaction product. The product is: [NH:15]([C:3](=[O:2])[CH2:4][NH:5][C:6](=[O:7])[O:8][C:9]([CH3:12])([CH3:11])[CH3:10])[NH2:16].